Dataset: Peptide-MHC class II binding affinity with 134,281 pairs from IEDB. Task: Regression. Given a peptide amino acid sequence and an MHC pseudo amino acid sequence, predict their binding affinity value. This is MHC class II binding data. (1) The peptide sequence is FVVTGRVYCDPCRAG. The MHC is DRB1_0401 with pseudo-sequence DRB1_0401. The binding affinity (normalized) is 0.174. (2) The MHC is DRB1_0401 with pseudo-sequence DRB1_0401. The binding affinity (normalized) is 0.683. The peptide sequence is SQDLELAWNLNGLQAY. (3) The peptide sequence is AAATAITTVYGAFAA. The MHC is HLA-DPA10103-DPB10401 with pseudo-sequence HLA-DPA10103-DPB10401. The binding affinity (normalized) is 0.306. (4) The peptide sequence is SQDLELSWNLNGVQAY. The MHC is DRB1_0802 with pseudo-sequence DRB1_0802. The binding affinity (normalized) is 0.551. (5) The peptide sequence is AEHQAIISDVLTASD. The MHC is HLA-DQA10102-DQB10502 with pseudo-sequence HLA-DQA10102-DQB10502. The binding affinity (normalized) is 0.237.